This data is from Catalyst prediction with 721,799 reactions and 888 catalyst types from USPTO. The task is: Predict which catalyst facilitates the given reaction. (1) Reactant: [C:1]1([C:7]2[N:11]3[CH:12]=[CH:13][CH:14]=[N:15][C:10]3=[N:9][C:8]=2[C:16]2[CH:23]=[CH:22][C:19]([CH:20]=O)=[CH:18][CH:17]=2)[CH:6]=[CH:5][CH:4]=[CH:3][CH:2]=1.C(N(CC)CC)C.Cl.Cl.[NH:33]1[CH2:38][CH2:37][CH:36]([C:39]2[N:43]=[C:42]([C:44]3[CH:49]=[CH:48][N:47]=[CH:46][CH:45]=3)[NH:41][N:40]=2)[CH2:35][CH2:34]1.C(O)(=O)C.[BH-](OC(C)=O)(OC(C)=O)OC(C)=O.[Na+]. Product: [C:1]1([C:7]2[N:11]3[CH:12]=[CH:13][CH:14]=[N:15][C:10]3=[N:9][C:8]=2[C:16]2[CH:23]=[CH:22][C:19]([CH2:20][N:33]3[CH2:38][CH2:37][CH:36]([C:39]4[N:43]=[C:42]([C:44]5[CH:49]=[CH:48][N:47]=[CH:46][CH:45]=5)[NH:41][N:40]=4)[CH2:35][CH2:34]3)=[CH:18][CH:17]=2)[CH:6]=[CH:5][CH:4]=[CH:3][CH:2]=1. The catalyst class is: 396. (2) Reactant: [C:1]([O:5][C:6](=[O:17])[NH:7][C@H:8]([C:10]1[CH:15]=[CH:14][C:13](Br)=[CH:12][CH:11]=1)[CH3:9])([CH3:4])([CH3:3])[CH3:2].C([Li])CCC.[N:23]1[CH:28]=[CH:27][CH:26]=[CH:25][C:24]=1[CH:29]=[O:30].O. Product: [C:1]([O:5][C:6](=[O:17])[NH:7][C@H:8]([C:10]1[CH:15]=[CH:14][C:13]([CH:29]([OH:30])[C:24]2[CH:25]=[CH:26][CH:27]=[CH:28][N:23]=2)=[CH:12][CH:11]=1)[CH3:9])([CH3:4])([CH3:3])[CH3:2]. The catalyst class is: 7. (3) Product: [NH2:1][C:2]1[N:3]=[C:4]([C:13]2[O:14][C:15]([CH3:18])=[CH:16][CH:17]=2)[C:5]([C:11]#[N:12])=[C:6]([O:27][CH2:26][C:24]2[CH:23]=[CH:22][CH:21]=[C:20]([CH3:19])[N:25]=2)[N:7]=1. Reactant: [NH2:1][C:2]1[N:7]=[C:6](S(C)=O)[C:5]([C:11]#[N:12])=[C:4]([C:13]2[O:14][C:15]([CH3:18])=[CH:16][CH:17]=2)[N:3]=1.[CH3:19][C:20]1[N:25]=[C:24]([CH2:26][OH:27])[CH:23]=[CH:22][CH:21]=1.C1CCN2C(=NCCC2)CC1. The catalyst class is: 57. (4) Reactant: [C:1]([C:4]([C@@:6]([C:21](=[O:23])[CH3:22])([C@:8]([C:18](=[O:20])[CH3:19])([C@:10]([C:15](=[O:17])[CH3:16])([C@@H:12]([CH3:14])[OH:13])[OH:11])[OH:9])[OH:7])=[O:5])(=[O:3])[CH3:2].[CH3:24][O:25][C:26]1[CH:31]=[CH:30][C:29](O)=[CH:28][CH:27]=1.B(F)(F)F.CCOCC. Product: [CH3:24][O:25][C:26]1[CH:31]=[CH:30][C:29]([C@:15]2([CH3:16])[O:17][C@:4]([C:1](=[O:3])[CH3:2])([OH:5])[C@:6]([C:21](=[O:23])[CH3:22])([OH:7])[C@@:8]([C:18](=[O:20])[CH3:19])([OH:9])[C@@:10]2([C:12](=[O:13])[CH3:14])[OH:11])=[CH:28][CH:27]=1. The catalyst class is: 4. (5) Reactant: [Cl:1][C:2]1[CH:7]=[CH:6][C:5]([CH2:8][C:9]([O:11][CH3:12])=[O:10])=[C:4]([CH:13]=O)[CH:3]=1.[CH3:15][C@H:16]1[CH2:21][NH:20][CH2:19][CH2:18][N:17]1[S:22]([C:25]1[CH:30]=[CH:29][CH:28]=[CH:27][CH:26]=1)(=[O:24])=[O:23].[O-]S([O-])(=O)=O.[Mg+2].C(O[BH-](OC(=O)C)OC(=O)C)(=O)C.[Na+]. Product: [Cl:1][C:2]1[CH:7]=[CH:6][C:5]([CH2:8][C:9]([O:11][CH3:12])=[O:10])=[C:4]([CH2:13][N:20]2[CH2:19][CH2:18][N:17]([S:22]([C:25]3[CH:30]=[CH:29][CH:28]=[CH:27][CH:26]=3)(=[O:24])=[O:23])[C@@H:16]([CH3:15])[CH2:21]2)[CH:3]=1. The catalyst class is: 1. (6) Reactant: C(O)(=O)C.[OH:5][C:6]1[C:13](O)=[CH:12]C=C[C:7]=1[CH:8]=[O:9].C([O-])(=O)C.[Na+].[N+:20]([CH2:23][CH3:24])([O-])=O. Product: [OH:9][C:8]1[CH:7]=[C:6]([OH:5])[CH:13]=[CH:12][C:24]=1[C:23]#[N:20]. The catalyst class is: 69. (7) Reactant: Cl.[NH2:2][C@@H:3]1[CH2:5][C@H:4]1[C:6]1[CH:7]=[CH:8][C:9]([F:16])=[C:10]([CH:15]=1)[C:11]([O:13][CH3:14])=[O:12].C(=O)([O-])O.[Na+].[CH:22]1([CH:25]=O)[CH2:24][CH2:23]1.[BH4-].[Na+].[C:29](O[C:29]([O:31][C:32]([CH3:35])([CH3:34])[CH3:33])=[O:30])([O:31][C:32]([CH3:35])([CH3:34])[CH3:33])=[O:30]. Product: [C:32]([O:31][C:29]([N:2]([CH2:25][CH:22]1[CH2:23][CH2:24]1)[C@@H:3]1[CH2:5][C@H:4]1[C:6]1[CH:7]=[CH:8][C:9]([F:16])=[C:10]([CH:15]=1)[C:11]([O:13][CH3:14])=[O:12])=[O:30])([CH3:35])([CH3:34])[CH3:33]. The catalyst class is: 799.